This data is from Full USPTO retrosynthesis dataset with 1.9M reactions from patents (1976-2016). The task is: Predict the reactants needed to synthesize the given product. (1) Given the product [CH:3]12[CH2:10][CH:9]3[CH2:8][CH:7]([CH2:6][CH:5]([CH2:11]3)[CH:4]1[NH:13][C:14]([C:16]1[CH:17]=[N:18][N:19]([C:25]3[CH:34]=[CH:33][C:28]([C:29]([OH:31])=[O:30])=[CH:27][CH:26]=3)[C:20]=1[C:21]([CH3:23])([CH3:24])[CH3:22])=[O:15])[CH2:12]2, predict the reactants needed to synthesize it. The reactants are: [OH-].[Na+].[CH:3]12[CH2:12][CH:7]3[CH2:8][CH:9]([CH2:11][CH:5]([CH2:6]3)[CH:4]1[NH:13][C:14]([C:16]1[CH:17]=[N:18][N:19]([C:25]3[CH:34]=[CH:33][C:28]([C:29]([O:31]C)=[O:30])=[CH:27][CH:26]=3)[C:20]=1[C:21]([CH3:24])([CH3:23])[CH3:22])=[O:15])[CH2:10]2. (2) Given the product [O:22]1[C:26]2([CH2:31][CH2:30][N:29]([CH2:1][C:3]3[CH:4]=[C:5]4[C:9](=[CH:10][CH:11]=3)[NH:8][C:7]([C:12]([NH2:14])=[O:13])=[C:6]4[S:15][C:16]3[CH:21]=[CH:20][CH:19]=[CH:18][CH:17]=3)[CH2:28][CH2:27]2)[O:25][CH2:24][CH2:23]1, predict the reactants needed to synthesize it. The reactants are: [CH:1]([C:3]1[CH:4]=[C:5]2[C:9](=[CH:10][CH:11]=1)[NH:8][C:7]([C:12]([NH2:14])=[O:13])=[C:6]2[S:15][C:16]1[CH:21]=[CH:20][CH:19]=[CH:18][CH:17]=1)=O.[O:22]1[C:26]2([CH2:31][CH2:30][NH:29][CH2:28][CH2:27]2)[O:25][CH2:24][CH2:23]1. (3) Given the product [C:1]([NH:12][C:13]1[CH:14]=[C:15]([OH:22])[C:16](=[CH:20][CH:21]=1)[C:17]([OH:19])=[O:18])(=[O:5])[C:2]([CH3:4])=[CH2:3], predict the reactants needed to synthesize it. The reactants are: [C:1](O[C:1](=[O:5])[C:2]([CH3:4])=[CH2:3])(=[O:5])[C:2]([CH3:4])=[CH2:3].[NH2:12][C:13]1[CH:14]=[C:15]([OH:22])[C:16](=[CH:20][CH:21]=1)[C:17]([OH:19])=[O:18]. (4) Given the product [CH:40]1([CH2:43][O:44][C:45]2[CH:53]=[CH:52][C:48]3[O:49][CH2:50][O:51][C:47]=3[C:46]=2[C:54]2[C:55]3[NH:62][CH:61]=[C:60]([C:63]([NH:1][C@@H:2]([CH2:32][C:33]4[CH:34]=[CH:35][C:36]([OH:39])=[CH:37][CH:38]=4)[C:3]([N:5]4[CH2:6][CH2:7][CH:8]([N:11]5[N:20]=[C:19]([C:21]6[CH:26]=[CH:25][C:24]([O:27][CH3:28])=[C:23]([O:29][CH3:30])[CH:22]=6)[C@@H:18]6[C@@H:13]([CH2:14][CH2:15][CH2:16][CH2:17]6)[C:12]5=[O:31])[CH2:9][CH2:10]4)=[O:4])=[O:64])[C:56]=3[N:57]=[CH:58][N:59]=2)[CH2:41][CH2:42]1, predict the reactants needed to synthesize it. The reactants are: [NH2:1][C@@H:2]([CH2:32][C:33]1[CH:38]=[CH:37][C:36]([OH:39])=[CH:35][CH:34]=1)[C:3]([N:5]1[CH2:10][CH2:9][CH:8]([N:11]2[N:20]=[C:19]([C:21]3[CH:26]=[CH:25][C:24]([O:27][CH3:28])=[C:23]([O:29][CH3:30])[CH:22]=3)[C@@H:18]3[C@@H:13]([CH2:14][CH2:15][CH2:16][CH2:17]3)[C:12]2=[O:31])[CH2:7][CH2:6]1)=[O:4].[CH:40]1([CH2:43][O:44][C:45]2[CH:53]=[CH:52][C:48]3[O:49][CH2:50][O:51][C:47]=3[C:46]=2[C:54]2[C:55]3[NH:62][CH:61]=[C:60]([C:63](N4C=CN=C4)=[O:64])[C:56]=3[N:57]=[CH:58][N:59]=2)[CH2:42][CH2:41]1.CCN(C(C)C)C(C)C. (5) Given the product [OH:1][CH2:2][C@H:3]1[CH2:7][N:6]([C@@H:8]([C:10]2[CH:11]=[CH:12][CH:13]=[CH:14][CH:15]=2)[CH3:9])[C:5](=[O:16])[NH:4]1, predict the reactants needed to synthesize it. The reactants are: [OH:1][CH2:2][C@H:3]1[CH2:7][N:6]([C@@H:8]([C:10]2[CH:15]=[CH:14][CH:13]=[CH:12][CH:11]=2)[CH3:9])[C:5](=[O:16])[N:4]1S(C1C=CC(C)=CC=1)(=O)=O.[Mg]. (6) Given the product [Cl:6][C:7]1[CH:8]=[C:9]([NH:13][C:14](=[C:2]([C:1]#[N:5])[C:3]#[N:4])[S:15][CH3:16])[CH:10]=[CH:11][CH:12]=1, predict the reactants needed to synthesize it. The reactants are: [C:1](#[N:5])[CH2:2][C:3]#[N:4].[Cl:6][C:7]1[CH:8]=[C:9]([N:13]=[C:14]=[S:15])[CH:10]=[CH:11][CH:12]=1.[CH3:16]I. (7) The reactants are: Cl.[Cl:2][C:3]1[CH:4]=[C:5]([N:10]([CH2:23][CH2:24][CH2:25][N:26]2[CH2:31][CH2:30][CH:29]([CH2:32][C:33]3[CH:38]=[CH:37][C:36]([C:39]4[N:40]=[N:41][N:42](C(C5C=CC=CC=5)(C5C=CC=CC=5)C5C=CC=CC=5)[N:43]=4)=[CH:35][CH:34]=3)[CH2:28][CH2:27]2)[C:11]([CH:13]2[CH2:18][CH2:17][N:16]([S:19]([CH3:22])(=[O:21])=[O:20])[CH2:15][CH2:14]2)=[O:12])[CH:6]=[CH:7][C:8]=1[Cl:9]. Given the product [ClH:2].[Cl:2][C:3]1[CH:4]=[C:5]([N:10]([CH2:23][CH2:24][CH2:25][N:26]2[CH2:27][CH2:28][CH:29]([CH2:32][C:33]3[CH:34]=[CH:35][C:36]([C:39]4[N:40]=[N:41][NH:42][N:43]=4)=[CH:37][CH:38]=3)[CH2:30][CH2:31]2)[C:11]([CH:13]2[CH2:14][CH2:15][N:16]([S:19]([CH3:22])(=[O:20])=[O:21])[CH2:17][CH2:18]2)=[O:12])[CH:6]=[CH:7][C:8]=1[Cl:9], predict the reactants needed to synthesize it. (8) Given the product [ClH:35].[NH2:21][CH2:20][C@@H:4]1[O:3][C:2](=[O:1])[N:6]([C:7]2[CH:12]=[CH:11][C:10]([N:13]3[CH2:18][CH2:17][O:16][CH2:15][C:14]3=[O:19])=[CH:9][CH:8]=2)[CH2:5]1, predict the reactants needed to synthesize it. The reactants are: [O:1]=[C:2]1[N:6]([C:7]2[CH:12]=[CH:11][C:10]([N:13]3[CH2:18][CH2:17][O:16][CH2:15][C:14]3=[O:19])=[CH:9][CH:8]=2)[CH2:5][C@H:4]([CH2:20][N:21]2C(=O)C3C(=CC=CC=3)C2=O)[O:3]1.CN.C(Cl)[Cl:35].